This data is from Reaction yield outcomes from USPTO patents with 853,638 reactions. The task is: Predict the reaction yield, written as a fraction of the theoretical maximum amount of product (1.0 means a 100% yield; for example, 0.34 means a 34% yield). The reactants are CC(OC(N[C@@H:9](CC1C=CC(C2N=C(C(N(C)OC)=O)N(C)C=2)=CC=1)[CH2:10][CH2:11][C:12]([O:14][C:15](C)(C)C)=[O:13])=O)(C)C.[I:38][CH:39]([CH3:41])[CH3:40].CCN(C(C)C)C(C)C.CN(C=[O:55])C. No catalyst specified. The product is [OH:55][C:40]1[CH:9]=[CH:10][C:11]([C:12]([O:14][CH3:15])=[O:13])=[CH:41][C:39]=1[I:38]. The yield is 0.200.